Dataset: NCI-60 drug combinations with 297,098 pairs across 59 cell lines. Task: Regression. Given two drug SMILES strings and cell line genomic features, predict the synergy score measuring deviation from expected non-interaction effect. (1) Drug 1: C1=C(C(=O)NC(=O)N1)N(CCCl)CCCl. Drug 2: N.N.Cl[Pt+2]Cl. Cell line: BT-549. Synergy scores: CSS=18.0, Synergy_ZIP=-1.41, Synergy_Bliss=1.92, Synergy_Loewe=-5.06, Synergy_HSA=1.20. (2) Drug 1: C1CC(C1)(C(=O)O)C(=O)O.[NH2-].[NH2-].[Pt+2]. Drug 2: CC1CCC2CC(C(=CC=CC=CC(CC(C(=O)C(C(C(=CC(C(=O)CC(OC(=O)C3CCCCN3C(=O)C(=O)C1(O2)O)C(C)CC4CCC(C(C4)OC)OCCO)C)C)O)OC)C)C)C)OC. Cell line: SK-MEL-28. Synergy scores: CSS=-6.06, Synergy_ZIP=-0.318, Synergy_Bliss=-2.39, Synergy_Loewe=-13.7, Synergy_HSA=-13.4. (3) Cell line: EKVX. Drug 1: C1CC(=O)NC(=O)C1N2CC3=C(C2=O)C=CC=C3N. Drug 2: N.N.Cl[Pt+2]Cl. Synergy scores: CSS=3.15, Synergy_ZIP=4.58, Synergy_Bliss=-1.13, Synergy_Loewe=-0.469, Synergy_HSA=-1.53.